This data is from Full USPTO retrosynthesis dataset with 1.9M reactions from patents (1976-2016). The task is: Predict the reactants needed to synthesize the given product. (1) Given the product [OH:22][NH:23][C:5](=[O:6])[CH:4]=[CH:3][C:2]([CH3:1])=[CH:8][CH:9]([CH3:20])[CH2:10][C:11]1[CH:16]=[CH:15][C:14]([N:17]([CH3:19])[CH3:18])=[CH:13][CH:12]=1, predict the reactants needed to synthesize it. The reactants are: [CH3:1][C:2](=[CH:8][CH:9]([CH3:20])[CH2:10][C:11]1[CH:16]=[CH:15][C:14]([N:17]([CH3:19])[CH3:18])=[CH:13][CH:12]=1)[CH:3]=[CH:4][C:5](O)=[O:6].O.[OH:22][N:23]1C2C=CC=CC=2N=N1.Cl.CN(C)CCCN=C=NCC.Cl.NO.CCN(CC)CC. (2) Given the product [CH3:1][O:2][C:3]1[C:8]([NH2:9])=[C:7]([O:12][CH3:13])[N:6]=[C:5]([NH:14][CH2:15][C:16]2[N:17]([CH2:21][O:22][CH2:23][CH2:24][Si:25]([CH3:27])([CH3:26])[CH3:28])[CH:18]=[CH:19][N:20]=2)[N:4]=1, predict the reactants needed to synthesize it. The reactants are: [CH3:1][O:2][C:3]1[C:8]([N+:9]([O-])=O)=[C:7]([O:12][CH3:13])[N:6]=[C:5]([NH:14][CH2:15][C:16]2[N:17]([CH2:21][O:22][CH2:23][CH2:24][Si:25]([CH3:28])([CH3:27])[CH3:26])[CH:18]=[CH:19][N:20]=2)[N:4]=1.C(OCCOC1N=C(OC)C(N)=C(OC)N=1)(C)(C)C. (3) Given the product [Cl:14][C:15]1[CH:27]=[CH:26][CH:25]=[C:24]([F:28])[C:16]=1[CH2:17][N:4]1[CH2:5][CH2:6][N:1]([C:7]2[N:12]=[CH:11][NH:10][C:9](=[O:13])[CH:8]=2)[CH2:2][CH2:3]1, predict the reactants needed to synthesize it. The reactants are: [N:1]1([C:7]2[N:12]=[CH:11][NH:10][C:9](=[O:13])[CH:8]=2)[CH2:6][CH2:5][NH:4][CH2:3][CH2:2]1.[Cl:14][C:15]1[CH:27]=[CH:26][CH:25]=[C:24]([F:28])[C:16]=1[CH2:17]N1CCNCC1.C(N(C(C)C)CC)(C)C. (4) The reactants are: [F:1][C:2]1[CH:7]=[CH:6][CH:5]=[C:4]([CH2:8][OH:9])[C:3]=1[CH2:10][OH:11].[CH3:12][S:13](Cl)(=[O:15])=[O:14]. Given the product [F:1][C:2]1[CH:7]=[CH:6][CH:5]=[C:4]([CH2:8][O:9][S:13]([CH3:12])(=[O:15])=[O:14])[C:3]=1[CH2:10][O:11][S:13]([CH3:12])(=[O:15])=[O:14], predict the reactants needed to synthesize it. (5) Given the product [CH2:1]([C:5]1[N:10]=[C:9]([CH2:11][OH:12])[N:8]([CH2:14][C:15]([CH3:17])([CH3:18])[CH3:16])[C:7](=[O:19])[C:6]=1[CH2:20][C:21]1[CH:22]=[CH:23][C:24]([C:27]2[CH:32]=[CH:31][CH:30]=[CH:29][C:28]=2[C:33]2[NH:37][C:36](=[O:38])[O:35][N:34]=2)=[CH:25][CH:26]=1)[CH2:2][CH2:3][CH3:4], predict the reactants needed to synthesize it. The reactants are: [CH2:1]([C:5]1[N:10]=[C:9]([CH2:11][O:12]C)[N:8]([CH2:14][C:15]([CH3:18])([CH3:17])[CH3:16])[C:7](=[O:19])[C:6]=1[CH2:20][C:21]1[CH:26]=[CH:25][C:24]([C:27]2[CH:32]=[CH:31][CH:30]=[CH:29][C:28]=2[C:33]2[NH:37][C:36](=[O:38])[O:35][N:34]=2)=[CH:23][CH:22]=1)[CH2:2][CH2:3][CH3:4].B(Br)(Br)Br.[OH-].[Na+].Cl. (6) Given the product [CH3:18][C:13]1([CH3:17])[S:14][CH2:15][CH2:16][N:11]([S:8]([C:5]2[CH:6]=[CH:7][C:2]([O:1][CH2:28][C:27]#[CH:26])=[CH:3][CH:4]=2)(=[O:9])=[O:10])[C@H:12]1[C:19]([O:21][C:22]([CH3:25])([CH3:24])[CH3:23])=[O:20], predict the reactants needed to synthesize it. The reactants are: [OH:1][C:2]1[CH:7]=[CH:6][C:5]([S:8]([N:11]2[CH2:16][CH2:15][S:14][C:13]([CH3:18])([CH3:17])[C@@H:12]2[C:19]([O:21][C:22]([CH3:25])([CH3:24])[CH3:23])=[O:20])(=[O:10])=[O:9])=[CH:4][CH:3]=1.[CH2:26](O)[C:27]#[CH:28]. (7) Given the product [I:1][C:2]1[C:3]([CH2:11][NH2:12])=[CH:4][C:5]2[O:9][CH2:8][O:7][C:6]=2[CH:10]=1, predict the reactants needed to synthesize it. The reactants are: [I:1][C:2]1[C:3]([CH2:11][NH:12]C(=O)C)=[CH:4][C:5]2[O:9][CH2:8][O:7][C:6]=2[CH:10]=1. (8) Given the product [CH2:1]([C:5]1[N:6]=[C:7]([CH3:27])[N:8]([C:36]2[CH:37]=[C:32]([NH:31][C:28](=[O:30])[CH3:29])[CH:33]=[CH:34][CH:35]=2)[C:9](=[O:26])[C:10]=1[CH2:11][C:12]1[CH:17]=[CH:16][C:15]([C:18]2[CH:23]=[CH:22][CH:21]=[CH:20][C:19]=2[C:24]#[N:25])=[CH:14][CH:13]=1)[CH2:2][CH2:3][CH3:4], predict the reactants needed to synthesize it. The reactants are: [CH2:1]([C:5]1[N:6]=[C:7]([CH3:27])[NH:8][C:9](=[O:26])[C:10]=1[CH2:11][C:12]1[CH:17]=[CH:16][C:15]([C:18]2[C:19]([C:24]#[N:25])=[CH:20][CH:21]=[CH:22][CH:23]=2)=[CH:14][CH:13]=1)[CH2:2][CH2:3][CH3:4].[C:28]([NH:31][C:32]1[CH:33]=[C:34](B(O)O)[CH:35]=[CH:36][CH:37]=1)(=[O:30])[CH3:29].C(N(CC)CC)C.N1C=CC=CC=1. (9) The reactants are: [N:1]1([C:7]([N:9]2[CH2:14][CH:13]([C:15]3[CH:20]=[CH:19][C:18]([CH2:21][C:22]([F:25])([F:24])[F:23])=[CH:17][CH:16]=3)[CH2:12][CH:11]([C:26](O)=[O:27])[CH2:10]2)=[O:8])[CH2:6][CH2:5][S:4][CH2:3][CH2:2]1.CN(C(ON1N=NC2C=CC=NC1=2)=[N+](C)C)C.F[P-](F)(F)(F)(F)F.CCN(C(C)C)C(C)C.O[N:63]=[C:64]([O:66][CH2:67][CH2:68][O:69][CH3:70])[NH2:65]. Given the product [CH3:70][O:69][CH2:68][CH2:67][O:66][C:64]1[N:65]=[C:26]([CH:11]2[CH2:12][CH:13]([C:15]3[CH:16]=[CH:17][C:18]([CH2:21][C:22]([F:23])([F:24])[F:25])=[CH:19][CH:20]=3)[CH2:14][N:9]([C:7]([N:1]3[CH2:6][CH2:5][S:4][CH2:3][CH2:2]3)=[O:8])[CH2:10]2)[O:27][N:63]=1, predict the reactants needed to synthesize it. (10) Given the product [CH3:40][O:39][CH2:38][CH2:37][C:28]1([O:24][C:21]2[CH:22]=[CH:23][C:18]([O:17][C:16]3[CH:25]=[CH:26][C:13]([C:10]4[CH:11]=[CH:12][N:8]([C:5]5[CH:4]=[CH:3][C:2]([F:1])=[CH:7][CH:6]=5)[N:9]=4)=[CH:14][CH:15]=3)=[CH:19][CH:20]=2)[C:29](=[O:36])[NH:30][C:31](=[O:35])[NH:32][C:33]1=[O:34], predict the reactants needed to synthesize it. The reactants are: [F:1][C:2]1[CH:7]=[CH:6][C:5]([N:8]2[CH:12]=[CH:11][C:10]([C:13]3[CH:26]=[CH:25][C:16]([O:17][C:18]4[CH:23]=[CH:22][C:21]([OH:24])=[CH:20][CH:19]=4)=[CH:15][CH:14]=3)=[N:9]2)=[CH:4][CH:3]=1.Br[C:28]1([CH2:37][CH2:38][O:39][CH3:40])[C:33](=[O:34])[NH:32][C:31](=[O:35])[NH:30][C:29]1=[O:36].